From a dataset of Catalyst prediction with 721,799 reactions and 888 catalyst types from USPTO. Predict which catalyst facilitates the given reaction. (1) Reactant: [CH3:1][C:2]1[CH:3]=[C:4]([CH:9]=[CH:10][C:11]=1[N+:12]([O-:14])=[O:13])[O:5][CH2:6][CH2:7][OH:8].N1C=CN=C1.[Si:20](Cl)([C:23]([CH3:26])([CH3:25])[CH3:24])([CH3:22])[CH3:21]. Product: [C:23]([Si:20]([CH3:22])([CH3:21])[O:8][CH2:7][CH2:6][O:5][C:4]1[CH:9]=[CH:10][C:11]([N+:12]([O-:14])=[O:13])=[C:2]([CH3:1])[CH:3]=1)([CH3:26])([CH3:25])[CH3:24]. The catalyst class is: 42. (2) Reactant: [S:1]1[CH:5]=[CH:4][CH:3]=[C:2]1[S:6]([NH:9][C:10]1[CH:11]=[C:12]([CH:16]=[CH:17][CH:18]=1)[C:13](O)=O)(=[O:8])=[O:7].[NH2:19][C:20]1[C:25]([NH2:26])=[CH:24][CH:23]=[CH:22][N:21]=1.CN(C(ON1N=NC2C=CC=CC1=2)=[N+](C)C)C.F[P-](F)(F)(F)(F)F. Product: [NH:26]1[C:25]2[C:20](=[N:21][CH:22]=[CH:23][CH:24]=2)[N:19]=[C:13]1[C:12]1[CH:11]=[C:10]([NH:9][S:6]([C:2]2[S:1][CH:5]=[CH:4][CH:3]=2)(=[O:8])=[O:7])[CH:18]=[CH:17][CH:16]=1. The catalyst class is: 3.